This data is from Full USPTO retrosynthesis dataset with 1.9M reactions from patents (1976-2016). The task is: Predict the reactants needed to synthesize the given product. The reactants are: Br[C:2]1[CH:7]=[CH:6][N:5]2[CH:8]=[C:9]([C:11]3[CH:16]=[CH:15][C:14]([O:17][CH3:18])=[CH:13][CH:12]=3)[N:10]=[C:4]2[CH:3]=1.[NH:19]1[CH2:24][CH2:23][CH2:22][CH2:21][CH2:20]1. Given the product [CH3:18][O:17][C:14]1[CH:15]=[CH:16][C:11]([C:9]2[N:10]=[C:4]3[CH:3]=[C:2]([N:19]4[CH2:24][CH2:23][CH2:22][CH2:21][CH2:20]4)[CH:7]=[CH:6][N:5]3[CH:8]=2)=[CH:12][CH:13]=1, predict the reactants needed to synthesize it.